From a dataset of Peptide-MHC class I binding affinity with 185,985 pairs from IEDB/IMGT. Regression. Given a peptide amino acid sequence and an MHC pseudo amino acid sequence, predict their binding affinity value. This is MHC class I binding data. The peptide sequence is SNFTSTTVK. The MHC is HLA-B45:01 with pseudo-sequence HLA-B45:01. The binding affinity (normalized) is 0.0446.